From a dataset of Catalyst prediction with 721,799 reactions and 888 catalyst types from USPTO. Predict which catalyst facilitates the given reaction. (1) Reactant: C(N(CC)C(C)C)(C)C.F[P-](F)(F)(F)(F)F.CN(C(ON1C2=NC=CC=C2N=N1)=[N+](C)C)C.[C:34]([O:38][C:39]([NH:41][CH2:42][C@H:43]1[CH2:48][CH2:47][C@H:46]([C:49]([NH:51][C@H:52]([C:69](=[O:82])[NH:70][C:71]2[CH:76]=[CH:75][C:74]([C:77]3[N:78]=[N:79][NH:80][N:81]=3)=[CH:73][CH:72]=2)[CH2:53][C:54]2[CH:59]=[CH:58][C:57]([C:60]3[C:61]([C:66](O)=[O:67])=[CH:62][CH:63]=[CH:64][CH:65]=3)=[CH:56][CH:55]=2)=[O:50])[CH2:45][CH2:44]1)=[O:40])([CH3:37])([CH3:36])[CH3:35].[NH2:83][CH:84]1[CH2:89][CH2:88][N:87]([C:90]([O:92][C:93]([CH3:96])([CH3:95])[CH3:94])=[O:91])[CH2:86][CH2:85]1. Product: [C:34]([O:38][C:39]([NH:41][CH2:42][C@H:43]1[CH2:48][CH2:47][C@H:46]([C:49]([NH:51][C@H:52]([C:69](=[O:82])[NH:70][C:71]2[CH:76]=[CH:75][C:74]([C:77]3[N:78]=[N:79][NH:80][N:81]=3)=[CH:73][CH:72]=2)[CH2:53][C:54]2[CH:59]=[CH:58][C:57]([C:60]3[CH:65]=[CH:64][CH:63]=[CH:62][C:61]=3[C:66]([NH:83][CH:84]3[CH2:85][CH2:86][N:87]([C:90]([O:92][C:93]([CH3:96])([CH3:95])[CH3:94])=[O:91])[CH2:88][CH2:89]3)=[O:67])=[CH:56][CH:55]=2)=[O:50])[CH2:45][CH2:44]1)=[O:40])([CH3:37])([CH3:35])[CH3:36]. The catalyst class is: 3. (2) Reactant: [Cl:1][C:2]1[CH:3]=[N:4][CH:5]=[C:6]([Cl:28])[C:7]=1[NH:8][C:9]1[N:13]([CH3:14])[C:12]2[C:15]3[CH2:16][C:17]([CH3:27])([CH3:26])[O:18][C:19]=3[C:20]([C:22]([O:24]C)=O)=[CH:21][C:11]=2[N:10]=1.[F:29][C:30]1[CH:36]=[CH:35][C:33]([NH2:34])=[CH:32][C:31]=1[C:37]([F:40])([F:39])[F:38].C[Al](C)C. Product: [Cl:28][C:6]1[CH:5]=[N:4][CH:3]=[C:2]([Cl:1])[C:7]=1[NH:8][C:9]1[N:13]([CH3:14])[C:12]2[C:15]3[CH2:16][C:17]([CH3:27])([CH3:26])[O:18][C:19]=3[C:20]([C:22]([NH:34][C:33]3[CH:35]=[CH:36][C:30]([F:29])=[C:31]([C:37]([F:40])([F:38])[F:39])[CH:32]=3)=[O:24])=[CH:21][C:11]=2[N:10]=1. The catalyst class is: 11. (3) Reactant: [Cl:1][C:2]1[N:7]=[C:6]([NH:8][C:9]2[CH:14]=[CH:13][CH:12]=[CH:11][CH:10]=2)[CH:5]=[CH:4][N:3]=1.C1(P(C2C=CC=CC=2)C2C=CC=CC=2)C=CC=CC=1.[CH:34]1([CH2:40][CH2:41]O)[CH2:39][CH2:38][CH2:37][CH2:36][CH2:35]1.CCOC(/N=N/C(OCC)=O)=O. Product: [Cl:1][C:2]1[N:7]=[C:6]([N:8]([CH2:41][CH2:40][CH:34]2[CH2:39][CH2:38][CH2:37][CH2:36][CH2:35]2)[C:9]2[CH:14]=[CH:13][CH:12]=[CH:11][CH:10]=2)[CH:5]=[CH:4][N:3]=1. The catalyst class is: 2. (4) Reactant: Cl[C:2]1[CH:7]=[C:6]([Cl:8])[N:5]=[C:4]([S:9][C:10]2[CH:23]=[CH:22][C:13]([C:14]([NH:16][CH2:17][C:18]([F:21])([F:20])[F:19])=[O:15])=[CH:12][CH:11]=2)[N:3]=1.[NH2:24][C:25]1[S:29][N:28]=[CH:27][N:26]=1.C(=O)([O-])[O-].[Na+].[Na+].CC1(C)C2C(=C(P(C3C=CC=CC=3)C3C=CC=CC=3)C=CC=2)OC2C(P(C3C=CC=CC=3)C3C=CC=CC=3)=CC=CC1=2. Product: [S:29]1[C:25]([NH:24][C:2]2[CH:7]=[C:6]([Cl:8])[N:5]=[C:4]([S:9][C:10]3[CH:23]=[CH:22][C:13]([C:14]([NH:16][CH2:17][C:18]([F:21])([F:20])[F:19])=[O:15])=[CH:12][CH:11]=3)[N:3]=2)=[N:26][CH:27]=[N:28]1. The catalyst class is: 62. (5) Reactant: Cl([O-])(=O)(=O)=O.[CH2:6]([C:8]1[C:12]2[C:13]([F:17])=[CH:14][CH:15]=[CH:16][C:11]=2[S:10][C:9]=1[C:18]1[C:30]2[C:22](=[CH:23][C:24]3[NH:25][C:26](=[O:31])[O:27][C:28]=3[CH:29]=2)[CH:21]=[C:20]([CH3:32])[O+]=1)[CH3:7].C(C1C2C(F)=CC=CC=2SC=1C=O)C.O.[NH2:48][NH2:49]. Product: [CH2:6]([C:8]1[C:12]2[C:13]([F:17])=[CH:14][CH:15]=[CH:16][C:11]=2[S:10][C:9]=1[C:18]1[C:30]2[CH:29]=[C:28]3[O:27][C:26](=[O:31])[NH:25][C:24]3=[CH:23][C:22]=2[CH2:21][C:20]([CH3:32])=[N:49][N:48]=1)[CH3:7]. The catalyst class is: 41.